Task: Predict the product of the given reaction.. Dataset: Forward reaction prediction with 1.9M reactions from USPTO patents (1976-2016) (1) The product is: [CH3:22][C@@H:4]1[N:3]([C:9]2[N:14]=[C:13]([C:15]3[CH:16]=[CH:17][C:18]([NH2:19])=[CH:20][CH:21]=3)[CH:12]=[CH:11][N:10]=2)[CH2:2][CH2:1][O:8][CH2:5]1. Given the reactants [CH:1]12[O:8][CH:5](CC1)[CH2:4][N:3]([C:9]1[N:14]=[C:13]([C:15]3[CH:21]=[CH:20][C:18]([NH2:19])=[CH:17][CH:16]=3)[CH:12]=[CH:11][N:10]=1)[CH2:2]2.[CH3:22][C@H]1COCCN1, predict the reaction product. (2) Given the reactants [F:1][C:2]1[C:3]([F:12])=[CH:4][C:5]2[S:9][C:8]([NH2:10])=[N:7][C:6]=2[CH:11]=1.[F:13][C:14]1[CH:15]=[C:16]([CH:20]=[C:21]([C:23]([F:26])([F:25])[F:24])[CH:22]=1)[C:17](Cl)=[O:18].Br[CH:28]([CH2:33][CH3:34])[C:29]([O:31]C)=[O:30].COC1C=CC2N=C(N)SC=2C=1.ClC1C=C(C=CC=1)C(Cl)=O.BrCC(OCC)=O, predict the reaction product. The product is: [F:1][C:2]1[C:3]([F:12])=[CH:4][C:5]2[S:9][C:8](=[N:10][C:17](=[O:18])[C:16]3[CH:20]=[C:21]([C:23]([F:26])([F:25])[F:24])[CH:22]=[C:14]([F:13])[CH:15]=3)[N:7]([CH:28]([CH2:33][CH3:34])[C:29]([OH:31])=[O:30])[C:6]=2[CH:11]=1. (3) Given the reactants [CH2:1]([C:3]1[N:7]([C:8]2[C:16]3[O:15][CH2:14][C@@H:13]([N:17](C(=O)C(F)(F)F)[C:18]4[CH:31]=[CH:30][C:21]5[C@H:22]([CH2:25][C:26]([O:28]C)=[O:27])[CH2:23][O:24][C:20]=5[CH:19]=4)[C:12]=3[CH:11]=[CH:10][CH:9]=2)[C:6]2[CH:38]=[C:39]([O:42][CH3:43])[CH:40]=[CH:41][C:5]=2[N:4]=1)[CH3:2].[OH-].[Na+].Cl, predict the reaction product. The product is: [CH2:1]([C:3]1[N:7]([C:8]2[C:16]3[O:15][CH2:14][C@@H:13]([NH:17][C:18]4[CH:31]=[CH:30][C:21]5[C@H:22]([CH2:25][C:26]([OH:28])=[O:27])[CH2:23][O:24][C:20]=5[CH:19]=4)[C:12]=3[CH:11]=[CH:10][CH:9]=2)[C:6]2[CH:38]=[C:39]([O:42][CH3:43])[CH:40]=[CH:41][C:5]=2[N:4]=1)[CH3:2]. (4) Given the reactants [Br:1][C:2]1[CH:3]=[CH:4][C:5]([F:10])=[C:6]([CH:9]=1)[CH:7]=O.[C:11]([O:15][C:16]([NH:18][CH:19](P(OC)(OC)=O)[C:20]([O:22][CH3:23])=[O:21])=[O:17])([CH3:14])([CH3:13])[CH3:12].O.C(OCC)(=O)C, predict the reaction product. The product is: [Br:1][C:2]1[CH:3]=[CH:4][C:5]([F:10])=[C:6](/[CH:7]=[C:19](\[NH:18][C:16]([O:15][C:11]([CH3:14])([CH3:13])[CH3:12])=[O:17])/[C:20]([O:22][CH3:23])=[O:21])[CH:9]=1. (5) Given the reactants [NH2:1][CH2:2][C:3]1[CH:8]=[CH:7][C:6]([CH:9]2[N:12]([C:13]3[CH:18]=[CH:17][C:16]([F:19])=[CH:15][CH:14]=3)[C:11](=[O:20])[CH:10]2[CH2:21][CH2:22][CH:23]([OH:30])[C:24]2[CH:29]=[CH:28][CH:27]=[CH:26][CH:25]=2)=[CH:5][CH:4]=1.[CH2:31]([C:35]1([CH2:73][CH3:74])[CH2:41][S:40](=[O:43])(=[O:42])[C:39]2[CH:44]=[CH:45][C:46]([N:48]([CH3:50])[CH3:49])=[CH:47][C:38]=2[CH:37]([C:51]2[CH:52]=[C:53]([NH:57][C:58]([CH2:60][O:61][CH2:62][CH2:63][O:64][CH2:65][CH2:66][O:67][CH2:68][C:69](O)=[O:70])=[O:59])[CH:54]=[CH:55][CH:56]=2)[CH:36]1[OH:72])[CH2:32][CH2:33][CH3:34], predict the reaction product. The product is: [CH2:31]([C:35]1([CH2:73][CH3:74])[CH2:41][S:40](=[O:43])(=[O:42])[C:39]2[CH:44]=[CH:45][C:46]([N:48]([CH3:50])[CH3:49])=[CH:47][C:38]=2[CH:37]([C:51]2[CH:52]=[C:53]([NH:57][C:58]([CH2:60][O:61][CH2:62][CH2:63][O:64][CH2:65][CH2:66][O:67][CH2:68][C:69]([NH:1][CH2:2][C:3]3[CH:8]=[CH:7][C:6]([CH:9]4[CH:10]([CH2:21][CH2:22][CH:23]([OH:30])[C:24]5[CH:25]=[CH:26][CH:27]=[CH:28][CH:29]=5)[C:11](=[O:20])[N:12]4[C:13]4[CH:18]=[CH:17][C:16]([F:19])=[CH:15][CH:14]=4)=[CH:5][CH:4]=3)=[O:70])=[O:59])[CH:54]=[CH:55][CH:56]=2)[CH:36]1[OH:72])[CH2:32][CH2:33][CH3:34].